Dataset: Reaction yield outcomes from USPTO patents with 853,638 reactions. Task: Predict the reaction yield, written as a fraction of the theoretical maximum amount of product (1.0 means a 100% yield; for example, 0.34 means a 34% yield). (1) The reactants are [C:1]([C:4]1[CH:5]=[C:6]2[C:11](=[CH:12][C:13]=1[O:14][CH3:15])[N:10]=[CH:9][CH:8]=[C:7]2[O:16][C:17]1[CH:18]=[C:19]2[C:23](=[CH:24][CH:25]=1)[NH:22][CH:21]=[CH:20]2)(=[O:3])[NH2:2].[H-].[Na+].[F:28][C:29]1[CH:34]=[C:33]([F:35])[CH:32]=[CH:31][C:30]=1[NH:36][C:37](=O)[O:38]C1C=CC=CC=1.O. The catalyst is CN(C)C=O.O1CCCC1.C(OCC)(=O)C. The product is [C:1]([C:4]1[CH:5]=[C:6]2[C:11](=[CH:12][C:13]=1[O:14][CH3:15])[N:10]=[CH:9][CH:8]=[C:7]2[O:16][C:17]1[CH:18]=[C:19]2[C:23](=[CH:24][CH:25]=1)[N:22]([C:37](=[O:38])[NH:36][C:30]1[CH:31]=[CH:32][C:33]([F:35])=[CH:34][C:29]=1[F:28])[CH:21]=[CH:20]2)(=[O:3])[NH2:2]. The yield is 0.573. (2) The reactants are Br[C:2]1[CH:3]=[C:4]2[C:10]([C:11]3[CH:16]=[CH:15][CH:14]=[CH:13][CH:12]=3)=[N:9][N:8]([CH:17]3[CH2:22][CH2:21][CH2:20][CH2:19][O:18]3)[C:5]2=[CH:6][N:7]=1.[CH3:23][N:24]1[CH:28]=[C:27](B2OC(C)(C)C(C)(C)O2)[CH:26]=[N:25]1.C([O-])(=O)C.[K+].C(=O)([O-])[O-].[Na+].[Na+].ClCCl. The catalyst is C1(P([C-]2C=CC=C2)C2C=CC=CC=2)C=CC=CC=1.[C-]1(P(C2C=CC=CC=2)C2C=CC=CC=2)C=CC=C1.[Fe+2].Cl[Pd]Cl.O.C(#N)C. The product is [CH3:23][N:24]1[CH:28]=[C:27]([C:2]2[CH:3]=[C:4]3[C:10]([C:11]4[CH:16]=[CH:15][CH:14]=[CH:13][CH:12]=4)=[N:9][N:8]([CH:17]4[CH2:22][CH2:21][CH2:20][CH2:19][O:18]4)[C:5]3=[CH:6][N:7]=2)[CH:26]=[N:25]1. The yield is 0.678. (3) The reactants are C(N)CN.O1CCOCC1.[Cl:11][C:12]1[CH:17]=[CH:16][C:15]([C@:18]2([CH3:33])[C@H:22]([C:23]3[CH:28]=[CH:27][C:26]([Cl:29])=[C:25]([F:30])[CH:24]=3)[NH:21]S(=O)(=O)[NH:19]2)=[CH:14][N:13]=1. The catalyst is C(Cl)(Cl)Cl. The product is [Cl:29][C:26]1[CH:27]=[CH:28][C:23]([C@@H:22]([NH2:21])[C@:18]([C:15]2[CH:14]=[N:13][C:12]([Cl:11])=[CH:17][CH:16]=2)([NH2:19])[CH3:33])=[CH:24][C:25]=1[F:30]. The yield is 0.970. (4) The reactants are [NH2:1][C:2]1[CH:7]=[CH:6][CH:5]=[CH:4][C:3]=1[CH:8]1[N:13]2[N:14]=[C:15]([C:19]3[CH:24]=[CH:23][C:22]([OH:25])=[CH:21][CH:20]=3)[C:16]([C:17]#[N:18])=[C:12]2[NH:11][CH2:10][CH2:9]1.Br[CH2:27][CH:28]1[CH2:30][CH2:29]1.C([O-])([O-])=O.[K+].[K+]. The catalyst is CC(C)=O. The product is [NH2:1][C:2]1[CH:7]=[CH:6][CH:5]=[CH:4][C:3]=1[CH:8]1[N:13]2[N:14]=[C:15]([C:19]3[CH:20]=[CH:21][C:22]([O:25][CH2:27][CH:28]4[CH2:30][CH2:29]4)=[CH:23][CH:24]=3)[C:16]([C:17]#[N:18])=[C:12]2[NH:11][CH2:10][CH2:9]1. The yield is 0.780. (5) The reactants are C([N:3]([CH2:6][CH3:7])CC)C.Cl[C:9](Cl)([O:11][C:12](=[O:18])[O:13][C:14](Cl)(Cl)Cl)Cl.C(Cl)Cl.CO. The catalyst is C(Cl)Cl. The product is [NH2:3][CH2:6][CH2:7][CH:9]1[CH2:14][O:13][C:12](=[O:18])[O:11]1. The yield is 0.550. (6) The yield is 0.980. The reactants are [H-].[Na+].[Br:3][C:4]1[CH:12]=[CH:11][CH:10]=[C:9]2[C:5]=1[CH:6]=[CH:7][NH:8]2.Br[CH2:14][CH2:15][CH2:16][CH2:17][CH3:18]. The product is [Br:3][C:4]1[CH:12]=[CH:11][CH:10]=[C:9]2[C:5]=1[CH:6]=[CH:7][N:8]2[CH2:14][CH2:15][CH2:16][CH2:17][CH3:18]. The catalyst is CN(C)C=O. (7) The reactants are [CH3:1][O:2][C:3]1[CH:8]=[CH:7][C:6]([S:9]([C:12]2[CH:17]=[CH:16][CH:15]=[C:14]([N+:18]([O-])=O)[CH:13]=2)(=[O:11])=[O:10])=[CH:5][CH:4]=1. The catalyst is CO.[Ni]. The product is [CH3:1][O:2][C:3]1[CH:4]=[CH:5][C:6]([S:9]([C:12]2[CH:13]=[C:14]([CH:15]=[CH:16][CH:17]=2)[NH2:18])(=[O:10])=[O:11])=[CH:7][CH:8]=1. The yield is 0.560. (8) The reactants are C(O)(C)(C)C.[CH3:6][CH2:7][CH2:8][CH2:9][CH2:10][CH2:11][CH2:12][CH2:13][CH2:14][CH2:15][CH2:16][CH2:17][CH2:18]/[CH:19]=[CH:20]/[C@@H:21]([OH:26])[C@@H:22]([NH2:25])[CH2:23][OH:24].Cl.[CH:28]1([C:34](O)=[O:35])[CH2:33][CH2:32][CH2:31][CH2:30][CH2:29]1.C1(N=C=NC2CCCCC2)CCCCC1.CN1CCOCC1. The catalyst is O1CCCC1. The product is [OH:24][CH2:23][C@H:22]([NH:25][C:34]([CH:28]1[CH2:33][CH2:32][CH2:31][CH2:30][CH2:29]1)=[O:35])[C@H:21]([OH:26])/[CH:20]=[CH:19]/[CH2:18][CH2:17][CH2:16][CH2:15][CH2:14][CH2:13][CH2:12][CH2:11][CH2:10][CH2:9][CH2:8][CH2:7][CH3:6]. The yield is 0.510. (9) The reactants are [Al+3].[Cl-].[Cl-].[Cl-].[C:5]1([NH:11][C:12](=[O:17])[CH:13]=[C:14]([CH3:16])[CH3:15])[CH:10]=[CH:9][CH:8]=[CH:7][CH:6]=1. The catalyst is C1C=CC=CC=1. The product is [CH3:16][C:14]1([CH3:15])[C:10]2[C:5](=[CH:6][CH:7]=[CH:8][CH:9]=2)[NH:11][C:12](=[O:17])[CH2:13]1. The yield is 0.860.